This data is from Forward reaction prediction with 1.9M reactions from USPTO patents (1976-2016). The task is: Predict the product of the given reaction. (1) Given the reactants [Cl:1][C:2]1[N:7]=[C:6]([C:8]([OH:10])=[O:9])[CH:5]=[CH:4][CH:3]=1.Cl.[CH3:12][CH2:13]O, predict the reaction product. The product is: [Cl:1][C:2]1[N:7]=[C:6]([C:8]([O:10][CH2:12][CH3:13])=[O:9])[CH:5]=[CH:4][CH:3]=1. (2) Given the reactants [NH2:1][C:2]1[CH:10]=[CH:9][CH:8]=[C:7]2[C:3]=1[CH:4]=[CH:5][NH:6]2.[F:11][C:12]([F:29])([F:28])[C:13]1[CH:14]=[C:15]([N:19]2[CH2:24][CH2:23][CH:22]([C:25](O)=[O:26])[CH2:21][CH2:20]2)[CH:16]=[CH:17][CH:18]=1, predict the reaction product. The product is: [NH:6]1[C:7]2[C:3](=[C:2]([NH:1][C:25]([CH:22]3[CH2:21][CH2:20][N:19]([C:15]4[CH:16]=[CH:17][CH:18]=[C:13]([C:12]([F:29])([F:11])[F:28])[CH:14]=4)[CH2:24][CH2:23]3)=[O:26])[CH:10]=[CH:9][CH:8]=2)[CH:4]=[CH:5]1. (3) Given the reactants [CH3:1][O:2][C:3]1[CH:8]=[CH:7][C:6]([C:9]([C:36]2[CH:41]=[CH:40][C:39]([O:42][CH3:43])=[CH:38][CH:37]=2)([C:30]2[CH:35]=[CH:34][CH:33]=[CH:32][CH:31]=2)[NH:10][C:11]2[O:12][C@H:13]([C:26]([F:29])([F:28])[F:27])[CH2:14][C@:15]([C:18]3[CH:23]=[C:22](Br)[CH:21]=[CH:20][C:19]=3[F:25])([CH3:17])[N:16]=2)=[CH:5][CH:4]=1.[F:44][CH:45]([F:60])[N:46]1[CH:50]=[C:49](B2OC(C)(C)C(C)(C)O2)[CH:48]=[N:47]1, predict the reaction product. The product is: [CH3:1][O:2][C:3]1[CH:8]=[CH:7][C:6]([C:9]([C:36]2[CH:41]=[CH:40][C:39]([O:42][CH3:43])=[CH:38][CH:37]=2)([C:30]2[CH:35]=[CH:34][CH:33]=[CH:32][CH:31]=2)[NH:10][C:11]2[O:12][C@H:13]([C:26]([F:29])([F:28])[F:27])[CH2:14][C@:15]([C:18]3[CH:23]=[C:22]([C:49]4[CH:48]=[N:47][N:46]([CH:45]([F:60])[F:44])[CH:50]=4)[CH:21]=[CH:20][C:19]=3[F:25])([CH3:17])[N:16]=2)=[CH:5][CH:4]=1. (4) Given the reactants O(P(O[C:18]1[N:19]([C:24]([O:26][C:27]([CH3:30])([CH3:29])[CH3:28])=[O:25])[CH2:20][CH2:21][O:22][CH:23]=1)(OC1C=CC=CC=1)=O)C1C=CC=CC=1.[C:31]([O:35][C:36]([NH:38][C:39]1[N:44]=[CH:43][C:42](B(O)O)=[CH:41][CH:40]=1)=[O:37])([CH3:34])([CH3:33])[CH3:32], predict the reaction product. The product is: [C:31]([O:35][C:36]([NH:38][C:39]1[N:44]=[CH:43][C:42]([C:18]2[N:19]([C:24]([O:26][C:27]([CH3:28])([CH3:29])[CH3:30])=[O:25])[CH2:20][CH2:21][O:22][CH:23]=2)=[CH:41][CH:40]=1)=[O:37])([CH3:34])([CH3:32])[CH3:33]. (5) The product is: [CH2:25]([O:1][C:2]1[CH:3]=[CH:4][C:5]([C:8]23[CH2:15][CH:14]4[CH2:13][CH:12]([CH2:11][C:10]([C:18]5[CH:19]=[CH:20][C:21]([O:24][CH2:33][CH:34]6[O:35][CH2:36]6)=[CH:22][CH:23]=5)([CH2:16]4)[CH2:9]2)[CH2:17]3)=[CH:6][CH:7]=1)[CH:27]1[O:29][CH2:28]1. Given the reactants [OH:1][C:2]1[CH:7]=[CH:6][C:5]([C:8]23[CH2:17][CH:12]4[CH2:13][CH:14]([CH2:16][C:10]([C:18]5[CH:23]=[CH:22][C:21]([OH:24])=[CH:20][CH:19]=5)([CH2:11]4)[CH2:9]2)[CH2:15]3)=[CH:4][CH:3]=1.[CH2:25]([CH:27]1[O:29][CH2:28]1)Cl.[OH-].[Na+].C[CH2:33][C:34]([CH3:36])=[O:35], predict the reaction product. (6) Given the reactants C([O:3][C:4](=[O:39])[CH2:5][CH2:6][C:7]1[CH:11]=[CH:10][O:9][C:8]=1[C:12](=[O:38])[CH2:13][CH:14]1[CH2:19][CH2:18][C:17]([S:28]([C:31]2[CH:36]=[CH:35][C:34]([Cl:37])=[CH:33][CH:32]=2)(=[O:30])=[O:29])([C:20]2[CH:25]=[C:24]([F:26])[CH:23]=[CH:22][C:21]=2[F:27])[CH2:16][CH2:15]1)C.[OH-].[Li+], predict the reaction product. The product is: [Cl:37][C:34]1[CH:35]=[CH:36][C:31]([S:28]([C:17]2([C:20]3[CH:25]=[C:24]([F:26])[CH:23]=[CH:22][C:21]=3[F:27])[CH2:18][CH2:19][CH:14]([CH2:13][C:12]([C:8]3[O:9][CH:10]=[CH:11][C:7]=3[CH2:6][CH2:5][C:4]([OH:39])=[O:3])=[O:38])[CH2:15][CH2:16]2)(=[O:29])=[O:30])=[CH:32][CH:33]=1. (7) The product is: [Cl:1][C:2]1[CH:3]=[CH:4][C:5]([CH2:8][N:9]2[C:13]3[CH:14]([OH:18])[CH2:15][CH2:16][CH2:17][C:12]=3[N:11]=[C:10]2[CH:19]([CH3:21])[CH3:20])=[CH:6][CH:7]=1. Given the reactants [Cl:1][C:2]1[CH:7]=[CH:6][C:5]([CH2:8][N:9]2[C:13]3[C:14](=[O:18])[CH2:15][CH2:16][CH2:17][C:12]=3[N:11]=[C:10]2[CH:19]([CH3:21])[CH3:20])=[CH:4][CH:3]=1.[BH4-].[Na+], predict the reaction product.